This data is from Catalyst prediction with 721,799 reactions and 888 catalyst types from USPTO. The task is: Predict which catalyst facilitates the given reaction. (1) Reactant: [BH4-].[Na+].[Cl:3][C:4]1[CH:5]=[C:6]([C:10]2[C:19]3[C:14](=[CH:15][CH:16]=[C:17]([C:20]([C:28]4[CH:33]=[CH:32][C:31]([O:34][CH3:35])=[CH:30][CH:29]=4)([C:22]4[N:26]([CH3:27])[CH:25]=[N:24][CH:23]=4)[OH:21])[CH:18]=3)[N:13]3[N:36]=[N:37][N:38]=[C:12]3[N:11]=2)[CH:7]=[CH:8][CH:9]=1.C(Cl)Cl. Product: [Cl:3][C:4]1[CH:5]=[C:6]([CH:10]2[C:19]3[C:14](=[CH:15][CH:16]=[C:17]([C:20]([C:28]4[CH:33]=[CH:32][C:31]([O:34][CH3:35])=[CH:30][CH:29]=4)([C:22]4[N:26]([CH3:27])[CH:25]=[N:24][CH:23]=4)[OH:21])[CH:18]=3)[N:13]3[N:36]=[N:37][N:38]=[C:12]3[NH:11]2)[CH:7]=[CH:8][CH:9]=1. The catalyst class is: 5. (2) Reactant: Cl[CH2:2][CH2:3][N:4]1[CH2:9][CH2:8][O:7][CH2:6][CH2:5]1.[Br:10][C:11]1[CH:12]=[N:13][NH:14][CH:15]=1.C([O-])([O-])=O.[K+].[K+]. Product: [Br:10][C:11]1[CH:12]=[N:13][N:14]([CH2:2][CH2:3][N:4]2[CH2:9][CH2:8][O:7][CH2:6][CH2:5]2)[CH:15]=1. The catalyst class is: 3. (3) Reactant: Cl[C:2]([O:4][CH2:5][C:6]1[CH:11]=[CH:10][CH:9]=[CH:8][CH:7]=1)=[O:3].[NH:12]1[CH2:16][CH2:15][C@@H:14]([NH:17][C:18](=[O:24])[O:19][C:20]([CH3:23])([CH3:22])[CH3:21])[CH2:13]1.[CH2:25](N(CC)CC)C.[H-].[Na+].CI. Product: [C:20]([O:19][C:18]([N:17]([CH3:25])[C@@H:14]1[CH2:15][CH2:16][N:12]([C:2]([O:4][CH2:5][C:6]2[CH:11]=[CH:10][CH:9]=[CH:8][CH:7]=2)=[O:3])[CH2:13]1)=[O:24])([CH3:21])([CH3:23])[CH3:22]. The catalyst class is: 158. (4) Reactant: [F:1][C:2]1[C:11]([C:12]([C:14]2[N:18]3[N:19]=[C:20]([C:23]4[CH:24]=[N:25][N:26]([CH3:28])[CH:27]=4)[CH:21]=[CH:22][C:17]3=[N:16][CH:15]=2)=[O:13])=[C:10]([F:29])[CH:9]=[C:8]2[C:3]=1[CH:4]=[CH:5][CH:6]=[N:7]2.[CH3:30][Mg]Br. Product: [F:1][C:2]1[C:11]([C:12]([C:14]2[N:18]3[N:19]=[C:20]([C:23]4[CH:24]=[N:25][N:26]([CH3:28])[CH:27]=4)[CH:21]=[CH:22][C:17]3=[N:16][CH:15]=2)([OH:13])[CH3:30])=[C:10]([F:29])[CH:9]=[C:8]2[C:3]=1[CH:4]=[CH:5][CH:6]=[N:7]2. The catalyst class is: 1. (5) Reactant: [CH3:1][C:2]1([CH3:21])[CH2:6][C:5]2([CH2:11][CH2:10][C:9](B3OC(C)(C)C(C)(C)O3)=[CH:8][CH2:7]2)[O:4][CH2:3]1.I[C:23]1[C:24]([CH:34]=[O:35])=[N:25][N:26]([CH:28]2[CH2:33][CH2:32][CH2:31][CH2:30][O:29]2)[CH:27]=1.[O-]P([O-])([O-])=O.[K+].[K+].[K+].COCCOC. Product: [CH3:21][C:2]1([CH3:1])[CH2:6][C:5]2([CH2:11][CH2:10][C:9]([C:23]3[C:24]([CH:34]=[O:35])=[N:25][N:26]([CH:28]4[CH2:33][CH2:32][CH2:31][CH2:30][O:29]4)[CH:27]=3)=[CH:8][CH2:7]2)[O:4][CH2:3]1. The catalyst class is: 263. (6) Reactant: [C:1]12([C:11](Cl)=[O:12])[CH2:10][CH:5]3[CH2:6][CH:7]([CH2:9][CH:3]([CH2:4]3)[CH2:2]1)[CH2:8]2.N1C=CC=CC=1.O[NH:21][C:22](=[NH:31])[CH2:23][C:24]1[CH:29]=[CH:28][C:27]([CH3:30])=[CH:26][CH:25]=1. Product: [C:1]12([C:11]3[O:12][N:31]=[C:22]([CH2:23][C:24]4[CH:29]=[CH:28][C:27]([CH3:30])=[CH:26][CH:25]=4)[N:21]=3)[CH2:10][CH:5]3[CH2:6][CH:7]([CH2:9][CH:3]([CH2:4]3)[CH2:2]1)[CH2:8]2. The catalyst class is: 11. (7) Reactant: C1CN([P+](Br)(N2CCCC2)N2CCCC2)CC1.F[P-](F)(F)(F)(F)F.[C:25]([O:29][C:30]([N:32]1[CH2:37][CH2:36][CH:35]([CH2:38][CH2:39][CH2:40][O:41][C:42]2[CH:47]=[CH:46][C:45]([C:48]([OH:50])=O)=[CH:44][C:43]=2[CH3:51])[CH2:34][CH2:33]1)=[O:31])([CH3:28])([CH3:27])[CH3:26].[CH3:52][N:53]1[C:62]2[NH:61][C:60]3[CH:63]=[CH:64][CH:65]=[CH:66][C:59]=3[NH:58][CH2:57][C:56]=2[CH:55]=[N:54]1.CCN(C(C)C)C(C)C. Product: [C:25]([O:29][C:30]([N:32]1[CH2:33][CH2:34][CH:35]([CH2:38][CH2:39][CH2:40][O:41][C:42]2[CH:47]=[CH:46][C:45]([C:48]([N:58]3[CH2:57][C:56]4[CH:55]=[N:54][N:53]([CH3:52])[C:62]=4[NH:61][C:60]4[CH:63]=[CH:64][CH:65]=[CH:66][C:59]3=4)=[O:50])=[CH:44][C:43]=2[CH3:51])[CH2:36][CH2:37]1)=[O:31])([CH3:27])([CH3:26])[CH3:28]. The catalyst class is: 166.